Predict which catalyst facilitates the given reaction. From a dataset of Catalyst prediction with 721,799 reactions and 888 catalyst types from USPTO. Reactant: C([O:8][C:9]1[CH:14]=[C:13]([F:15])[CH:12]=[CH:11][C:10]=1[C:16]1[N:21]=[N:20][C:19]([N:22]([CH3:33])[CH:23]2[CH2:28][C:27]([CH3:30])([CH3:29])[NH:26][C:25]([CH3:32])([CH3:31])[CH2:24]2)=[CH:18][CH:17]=1)C1C=CC=CC=1.CCOC(C)=O. Product: [F:15][C:13]1[CH:12]=[CH:11][C:10]([C:16]2[N:21]=[N:20][C:19]([N:22]([CH3:33])[CH:23]3[CH2:28][C:27]([CH3:29])([CH3:30])[NH:26][C:25]([CH3:32])([CH3:31])[CH2:24]3)=[CH:18][CH:17]=2)=[C:9]([OH:8])[CH:14]=1. The catalyst class is: 687.